Dataset: HIV replication inhibition screening data with 41,000+ compounds from the AIDS Antiviral Screen. Task: Binary Classification. Given a drug SMILES string, predict its activity (active/inactive) in a high-throughput screening assay against a specified biological target. (1) The drug is CC1CC(=O)Nc2cc(Cl)ccc2N1C(=O)C1CC1. The result is 0 (inactive). (2) The compound is Clc1nc(Cl)c2sc(=[Se])sc2n1. The result is 0 (inactive). (3) The compound is COc1ccc(C2(O)c3ccccc3C(=O)N(C)C2(O)c2ccc(OC)cc2)cc1. The result is 0 (inactive).